Task: Binary Classification. Given a drug SMILES string, predict its activity (active/inactive) in a high-throughput screening assay against a specified biological target.. Dataset: KCNQ2 potassium channel screen with 302,405 compounds (1) The molecule is Clc1cc(CSCc2oc(C(=O)NCc3cc4OCOc4cc3)cc2)ccc1. The result is 0 (inactive). (2) The molecule is Clc1cc(C2CC(=O)/C(C(=O)C2)=C\NCCCO)ccc1. The result is 0 (inactive). (3) The compound is o1c(N2CCN(CC2)C)c(nc1c1ccc(OCCC)cc1)C#N. The result is 0 (inactive). (4) The compound is S=C(N1CC(CC1)c1ccccc1)Nc1c(F)cccc1. The result is 0 (inactive).